From a dataset of B-cell epitopes from PDB crystal structures with 447 antigens. Token-level Classification. Given an antigen amino acid sequence, predict which amino acid positions are active epitope sites capable of antibody binding. Output is a list of indices for active positions. (1) Given the antigen sequence: KLRGVAPLHLGKCNIAGWILGNPECESLSTASSWSYIVETSSSDNGTCYPGDFIDYEELREQLSSVSSFERFEIFPKTSSWPNHDSNKGVTAACPHAGAKSFYKNLIWLVKKGNSYPKLSKSYINDKGKEVLVLWGIHHPSTSADQQSLYQNADAYVFVGSSRYSKKFKPEIAIRPKVRDQEGRMNYYWTLVEPGDKITFEATGNLVVPRYAFAMERNAGSGKMNTQ, which amino acid positions are active epitope sites? The epitope positions are: [29, 69, 70, 71, 72, 75, 77, 78, 120, 121, 123, 210]. The amino acids at these positions are: TERFEPTSKSIY. (2) Given the antigen sequence: CWHYPPRQCGVVSAKTVCGPVYCFTPSPVVVGTTDVFLLNSTRPPLGSWFGCTWMNSSGYTKTCGAPPCTTYLKCGSGPWLTPRCLIDYPYRLWHYPCTVNYTIFKIRMYVGGVEHRLTAACN, which amino acid positions are active epitope sites? The epitope positions are: [104, 105, 107, 109, 113, 114, 116, 117, 118]. The amino acids at these positions are: FKRYVERLT. (3) Given the antigen sequence: LNLDPVQLTFYAGPNGSQFGFSLDFHKDSHGRVAIVVGAPRTLGPSQEETGGVFLCPWRAEGGQCPSLLFDLRDETRNVGSQTLQTFKARQGLGASVVSWSDVIVACAPWQHWNVLEKTEEAEKTPVGSCFLAQPESGRRAEYSPCRGNTLSRIYVENDFSWDKRYCEAGFSSVVTQAGELVLGAPGGYYFLGLLAQAPVADIFSSYRPGILLWHVSSQSLSFDSSNPEYFDGYWGYSVAVGEFDGDLNTTEYVVGAPTWSWTLGAVEILDSYYQRLHRLRGEQMASYFGHSVAVTDVNGDGRHDLLVGAPLYMESRADRKLAEVGRVYLFLQPRGPHALGAPSLLLTGTQLYGRFGSAIAPLGDLDRDGYNDIAVAAPYGGPSGRGQVLVFLGQSEGLRSRPSQVLDSPFPTGSAFGFSLRGAVDIDDNGYPDLIVGAYGANQVAVYRAQPVV, which amino acid positions are active epitope sites? The epitope positions are: [76, 77, 78, 79, 80, 81, 82, 83, 84, 116, 117, 147, 148, 149, 152, 153, 154, 156, 157, 158... (33 total positions)]. The amino acids at these positions are: RNVGSQTLQEKGNTRIYENDSSYRPGILLW.... (4) The epitope positions are: [58, 59, 60, 62, 63, 64, 73, 200, 203, 204, 207, 208, 210, 211, 214, 255, 256, 258, 259, 260... (24 total positions)]. The amino acids at these positions are: SDAGEKTFLYERIQIQIELYEDFR. Given the antigen sequence: VEPNLHSLITSTTHKWIFVGGKGGVGKTTSSCSIAIQMALSQPNKQFLLISTNPAHNLSDAFGEKFGKDARKVTGMNNLSCMEIDPSAALKDMADLTGSIPGIDEALSFMEVMKHIKRQEQGEGETFDTVIFDTAPTGHTLRFLQLPNTLSKLLEKFGEITNKLVDISGKLNELKANVETIRQQFTDPDLTTFVCVCISEFLSLYETERLIQELISYDMDVNSIIVNQLLFAENDQEHNCKRCQARWKMQKKYLDQIDELYEDFHVVKMPLCAGEIRGLNNLTKFSQFLNKEYNPITDGKVIYELED, which amino acid positions are active epitope sites? (5) The epitope positions are: [8, 9, 10, 12, 13, 28, 29, 30, 31, 32, 33, 64, 65]. The amino acids at these positions are: SFKEKKYEGTDKE. Given the antigen sequence: MSYVMCTGSFKLEKEVAETQHGTVLVQVKYEGTDAPCKIPFSTQDEKGATQNGRLITANPIVTDKEKPVNIEAEPPFGESYIVVGAGEKALKLSWFKK, which amino acid positions are active epitope sites? (6) Given the antigen sequence: SEVKLENVTENFNMWKNNMVEQMHEDIISLWDQSLKPCVKLTPLCVGAGSCNTSVITQACPKVSFEPIPIHYCAPAGFAILKCNDKKFNGTGPCTNVSTVQCTHGIRPVVSTQLLLNGSLAEEEIVIRSENFTNNAKTIIVQLNESVVINCTGAGHCNLSKTQWENTLEQIAIKLKEQFGNNKTIIFNPSSGGDPEIVTHSFNCGGEFFYCNSTQLFTWRNITLPCRIKQIINMWQEVGKAMYAPPIRGQIRCSSNITGLLLTRDGGKDTNGTEIFRPGGGDMRDNWRSELYKYKVVKIE, which amino acid positions are active epitope sites? The epitope positions are: [36, 37, 38, 39, 40, 54, 55, 56, 57, 58, 59, 225, 226, 227, 228, 229, 230, 240, 241, 243... (21 total positions)]. The amino acids at these positions are: PCVKLVITQACCRIKQIAMAP. (7) Given the antigen sequence: TVEPNLHSLITSTTHKWIFVGGKGGVGKTTSSCSIAIQMALSQPNKQFLLISTNPAHNLSDAFGEKFGKDARKVTGMNNLSCMEIDPSAALKDMNDGALADLTGSIPGIDEALSFMEVMKHIKRQETFDTVIFDTAPTGHTLRFLQLPNTLSKLLEKFGEITGKLNELKANVETIRQQFTDPDLTTFVCVCISEFLSLYETERLIQELISYDMDVNSIIVNQLLFAEHNCKRCQARWKMQKKYLDQIDELYEDFHVVKMPLCAGEIRGLNNLTKFSQFLNKEYNPITDGKVIYELED, which amino acid positions are active epitope sites? The epitope positions are: [59, 60, 63, 64, 65, 71, 197, 198, 201, 202, 204, 205, 208, 245, 248, 249, 250, 251, 252, 266]. The amino acids at these positions are: SDGEKRLYERIQIQELYEDR. (8) The epitope positions are: [99, 101, 102, 107, 126, 128, 130, 143, 144, 147, 150, 151, 152, 153, 154, 155, 157]. The amino acids at these positions are: HQFVDISWKFSGQKTKI. Given the antigen sequence: RKVCNGIGIGEFKDSLSINATNIKHFKNCTSISGDLHILPVAFRGDSFTHTPPLDPQELDILKTVKEITGFLLIQAWPENRTDLHAFENLEIIRGRTKQHGQFSLAVVSLNITSLGLRSLKEISDGDVIISGNKNLCYANTINWKKLFGTSGQKTKIISNRGENSCKATGQVCHALCSPEGCWGPEPRDCVSCR, which amino acid positions are active epitope sites?